Dataset: hERG Central: cardiac toxicity at 1µM, 10µM, and general inhibition. Task: Predict hERG channel inhibition at various concentrations. (1) The drug is COc1ccc(C(=O)NC2CC2)cc1OC1CCN(Cc2ccc(SC)cc2)CC1. Results: hERG_inhib (hERG inhibition (general)): blocker. (2) The compound is CCN(CC)CCOC(=O)c1ccc(Cl)cc1Cl.Cl. Results: hERG_inhib (hERG inhibition (general)): blocker. (3) The compound is Cc1cc(Cn2nc(C(=O)NCc3cccc(C(F)(F)F)c3)cc2-c2ccccc2)on1. Results: hERG_inhib (hERG inhibition (general)): blocker. (4) The drug is O=C(NCCc1nc2ccccc2[nH]1)c1ccc([N+](=O)[O-])cc1. Results: hERG_inhib (hERG inhibition (general)): blocker. (5) The molecule is CN(C)c1ccc(NC(=O)CN2C3CCCC2CC(NC(=O)c2ccccc2)C3)cc1. Results: hERG_inhib (hERG inhibition (general)): blocker. (6) The drug is CN(C)CCCN(C(=O)COc1ccc(Cl)cc1)c1nc2c(F)cccc2s1.Cl. Results: hERG_inhib (hERG inhibition (general)): blocker. (7) The compound is CC(=O)N(CCC(c1ccccc1)c1ccco1)Cc1cccs1. Results: hERG_inhib (hERG inhibition (general)): blocker. (8) The compound is Cc1cc(Cl)ccc1NC(=O)CN1CCN(C(=O)c2ccco2)CC1. Results: hERG_inhib (hERG inhibition (general)): blocker.